This data is from Forward reaction prediction with 1.9M reactions from USPTO patents (1976-2016). The task is: Predict the product of the given reaction. (1) The product is: [OH:7][C@@:6]1([CH3:8])[CH2:5][CH2:4][N:3]([C:11]([O:13][C:14]([CH3:17])([CH3:16])[CH3:15])=[O:12])[C@H:2]1[CH3:1]. Given the reactants [CH3:1][C@H:2]1[C@@:6]([CH3:8])([OH:7])[CH2:5][CH2:4][NH:3]1.[OH-].[Na+].[C:11](O[C:11]([O:13][C:14]([CH3:17])([CH3:16])[CH3:15])=[O:12])([O:13][C:14]([CH3:17])([CH3:16])[CH3:15])=[O:12].O, predict the reaction product. (2) Given the reactants Br[C:2]1[CH:3]=[C:4]2[C:10]([CH3:11])=[N:9][N:8]([CH2:12][C:13]3[CH:18]=[CH:17][C:16]([O:19][CH3:20])=[CH:15][CH:14]=3)[C:5]2=[N:6][CH:7]=1.CC1(C)C(C)(C)OB([C:29]2[CH:30]=[C:31]([CH2:35][C:36]#[N:37])[CH:32]=[CH:33][CH:34]=2)O1.C([O-])([O-])=O.[Cs+].[Cs+], predict the reaction product. The product is: [CH3:20][O:19][C:16]1[CH:17]=[CH:18][C:13]([CH2:12][N:8]2[C:5]3=[N:6][CH:7]=[C:2]([C:29]4[CH:30]=[C:31]([CH2:35][C:36]#[N:37])[CH:32]=[CH:33][CH:34]=4)[CH:3]=[C:4]3[C:10]([CH3:11])=[N:9]2)=[CH:14][CH:15]=1. (3) Given the reactants [C:1]([O:5][C:6]([N:8]1[CH2:13][CH2:12][NH:11][CH2:10][CH2:9]1)=[O:7])([CH3:4])([CH3:3])[CH3:2].[Br:14][C:15]1[CH:20]=[CH:19][C:18]([S:21](Cl)(=[O:23])=[O:22])=[C:17]([O:25][C:26]([F:29])([F:28])[F:27])[CH:16]=1, predict the reaction product. The product is: [C:1]([O:5][C:6]([N:8]1[CH2:13][CH2:12][N:11]([S:21]([C:18]2[CH:19]=[CH:20][C:15]([Br:14])=[CH:16][C:17]=2[O:25][C:26]([F:29])([F:27])[F:28])(=[O:23])=[O:22])[CH2:10][CH2:9]1)=[O:7])([CH3:4])([CH3:2])[CH3:3]. (4) Given the reactants Cl[C:2]1[C:7]2[CH:8]=[CH:9][N:10]([CH2:11][CH3:12])[C:6]=2[CH:5]=[C:4]([Cl:13])[N:3]=1.[OH-:14].[Na+].Cl, predict the reaction product. The product is: [Cl:13][C:4]1[NH:3][C:2](=[O:14])[C:7]2[CH:8]=[CH:9][N:10]([CH2:11][CH3:12])[C:6]=2[CH:5]=1. (5) Given the reactants [N:1]1[CH:2]=[CH:3][N:4]2[C:9]=1[CH:8]=[CH:7][C:6]([NH:10][C:11](=[O:18])OCC(Cl)(Cl)Cl)=[N:5]2.[C:19]1([C:25]2[N:26]=[C:27]([N:30]3[CH2:35][CH2:34][NH:33][CH2:32][CH2:31]3)[S:28][CH:29]=2)[CH:24]=[CH:23][CH:22]=[CH:21][CH:20]=1.C(N(C(C)C)CC)(C)C.O, predict the reaction product. The product is: [N:1]1[CH:2]=[CH:3][N:4]2[C:9]=1[CH:8]=[CH:7][C:6]([NH:10][C:11]([N:33]1[CH2:34][CH2:35][N:30]([C:27]3[S:28][CH:29]=[C:25]([C:19]4[CH:24]=[CH:23][CH:22]=[CH:21][CH:20]=4)[N:26]=3)[CH2:31][CH2:32]1)=[O:18])=[N:5]2. (6) Given the reactants C([O:3][C:4]([C:6]1[N:7]([C:27]2[CH:32]=[CH:31][C:30]([O:33][CH:34]([CH3:36])[CH3:35])=[CH:29][CH:28]=2)[C:8]2[C:13]([C:14]=1[CH:15]=O)=[CH:12][C:11]([C:17]1[CH:22]=[CH:21][C:20]([C:23]([CH3:26])([CH3:25])[CH3:24])=[CH:19][CH:18]=1)=[CH:10][CH:9]=2)=[O:5])C.[NH2:37][CH2:38][C:39]1[CH:44]=[CH:43][CH:42]=[CH:41][N:40]=1, predict the reaction product. The product is: [C:23]([C:20]1[CH:19]=[CH:18][C:17]([C:11]2[CH:12]=[C:13]3[C:8](=[CH:9][CH:10]=2)[N:7]([C:27]2[CH:32]=[CH:31][C:30]([O:33][CH:34]([CH3:35])[CH3:36])=[CH:29][CH:28]=2)[C:6]([C:4]([OH:3])=[O:5])=[C:14]3[CH2:15][NH:37][CH2:38][C:39]2[CH:44]=[CH:43][CH:42]=[CH:41][N:40]=2)=[CH:22][CH:21]=1)([CH3:26])([CH3:25])[CH3:24]. (7) Given the reactants [F:1][C:2]1[CH:7]=[CH:6][CH:5]=[CH:4][C:3]=1[N:8]1[CH:12]=[C:11]([CH2:13][OH:14])[C:10]([CH2:15][O:16][CH3:17])=[N:9]1.CC(OI1(OC(C)=O)(OC(C)=O)OC(=O)C2C=CC=CC1=2)=O, predict the reaction product. The product is: [F:1][C:2]1[CH:7]=[CH:6][CH:5]=[CH:4][C:3]=1[N:8]1[CH:12]=[C:11]([CH:13]=[O:14])[C:10]([CH2:15][O:16][CH3:17])=[N:9]1. (8) Given the reactants Br[C:2]1[CH:7]=[CH:6][C:5]([C:8]2[N:12]([CH2:13][C@@H:14]3[CH2:18][CH2:17][N:16]([C:19]([CH:21]4[CH2:23][CH2:22]4)=[O:20])[CH2:15]3)[CH:11]=[N:10][N:9]=2)=[CH:4][CH:3]=1.[NH:24]1[C:32]2[CH:31]=[CH:30][CH:29]=[C:28](B(O)O)[C:27]=2[CH:26]=[CH:25]1.[O-]S([O-])(=O)=O.[Na+].[Na+], predict the reaction product. The product is: [CH:21]1([C:19]([N:16]2[CH2:17][CH2:18][C@@H:14]([CH2:13][N:12]3[CH:11]=[N:10][N:9]=[C:8]3[C:5]3[CH:6]=[CH:7][C:2]([C:28]4[CH:29]=[CH:30][CH:31]=[C:32]5[C:27]=4[CH:26]=[CH:25][NH:24]5)=[CH:3][CH:4]=3)[CH2:15]2)=[O:20])[CH2:23][CH2:22]1.